From a dataset of Full USPTO retrosynthesis dataset with 1.9M reactions from patents (1976-2016). Predict the reactants needed to synthesize the given product. (1) Given the product [Cl:1][C:2]1[CH:3]=[C:4]2[C:8](=[CH:9][CH:10]=1)[N:7]([S:43]([C:40]1[CH:41]=[CH:42][C:37]([O:36][CH3:35])=[CH:38][C:39]=1[O:47][C:48]([F:49])([F:50])[F:51])(=[O:45])=[O:44])[C:6](=[O:11])[C:5]2([C:27]1[CH:32]=[CH:31][CH:30]=[CH:29][C:28]=1[O:33][CH3:34])[CH2:12][C:13](=[O:26])[N:14]1[CH2:19][CH2:18][N:17]([C:20]2[CH:25]=[CH:24][CH:23]=[CH:22][N:21]=2)[CH2:16][CH2:15]1, predict the reactants needed to synthesize it. The reactants are: [Cl:1][C:2]1[CH:3]=[C:4]2[C:8](=[CH:9][CH:10]=1)[NH:7][C:6](=[O:11])[C:5]2([C:27]1[CH:32]=[CH:31][CH:30]=[CH:29][C:28]=1[O:33][CH3:34])[CH2:12][C:13](=[O:26])[N:14]1[CH2:19][CH2:18][N:17]([C:20]2[CH:25]=[CH:24][CH:23]=[CH:22][N:21]=2)[CH2:16][CH2:15]1.[CH3:35][O:36][C:37]1[CH:42]=[CH:41][C:40]([S:43](Cl)(=[O:45])=[O:44])=[C:39]([O:47][C:48]([F:51])([F:50])[F:49])[CH:38]=1. (2) The reactants are: [CH3:1][CH2:2][O:3][C:4](/[C:6](/Cl)=[N:7]\[OH:8])=[O:5].[CH2:10]([N:13]1[CH2:18][CH2:17][O:16][CH2:15][CH2:14]1)[C:11]#[CH:12].C(N(CC)CC)C. Given the product [O:16]1[CH2:17][CH2:18][N:13]([CH2:10][C:11]2[O:8][N:7]=[C:6]([C:4]([O:3][CH2:2][CH3:1])=[O:5])[CH:12]=2)[CH2:14][CH2:15]1, predict the reactants needed to synthesize it.